This data is from Forward reaction prediction with 1.9M reactions from USPTO patents (1976-2016). The task is: Predict the product of the given reaction. (1) Given the reactants [CH2:1]([O:8][C:9]1[CH:15]=[CH:14][C:12]([NH2:13])=[C:11]([F:16])[CH:10]=1)[C:2]1[CH:7]=[CH:6][CH:5]=[CH:4][CH:3]=1.[N:17]1([CH2:26]O)[C:21]2[CH:22]=[CH:23][CH:24]=[CH:25][C:20]=2[N:19]=[N:18]1, predict the reaction product. The product is: [N:17]1([CH2:26][NH:13][C:12]2[CH:14]=[CH:15][C:9]([O:8][CH2:1][C:2]3[CH:3]=[CH:4][CH:5]=[CH:6][CH:7]=3)=[CH:10][C:11]=2[F:16])[C:21]2[CH:22]=[CH:23][CH:24]=[CH:25][C:20]=2[N:19]=[N:18]1. (2) Given the reactants C([O:3][CH:4](OCC)[C:5]1[N:6]=[N:7][N:8]([C:10]2[CH:11]=[C:12]([C:29]3[CH:34]=[CH:33][CH:32]=[CH:31][N:30]=3)[C:13]3[S:17][C:16]([N:18]4CN(C)C[N:20]([CH2:25][CH3:26])[C:19]4=[O:27])=[N:15][C:14]=3[CH:28]=2)[CH:9]=1)C, predict the reaction product. The product is: [CH2:25]([NH:20][C:19]([NH:18][C:16]1[S:17][C:13]2[C:12]([C:29]3[CH:34]=[CH:33][CH:32]=[CH:31][N:30]=3)=[CH:11][C:10]([N:8]3[CH:9]=[C:5]([CH:4]=[O:3])[N:6]=[N:7]3)=[CH:28][C:14]=2[N:15]=1)=[O:27])[CH3:26]. (3) Given the reactants [F:1][C:2]1[CH:7]=[CH:6][CH:5]=[CH:4][C:3]=1[N:8]1[C:12]([C:13]2[CH:18]=[CH:17][CH:16]=[CH:15][C:14]=2[C:19]2[CH:24]=[CH:23][CH:22]=[CH:21][C:20]=2O)=[N:11][N:10]=[N:9]1.[CH3:26][O:27][CH2:28]C1C=CC=CC=1B(O)O, predict the reaction product. The product is: [F:1][C:2]1[CH:7]=[CH:6][CH:5]=[CH:4][C:3]=1[N:8]1[C:12]([C:13]2[CH:18]=[CH:17][CH:16]=[CH:15][C:14]=2[C:19]2[CH:24]=[CH:23][CH:22]=[CH:21][C:20]=2[CH2:26][O:27][CH3:28])=[N:11][N:10]=[N:9]1. (4) Given the reactants [OH:1][CH2:2][C:3]1[CH:28]=[CH:27][C:6]2[N:7]([CH:20]([CH2:25][CH3:26])[C:21]([O:23]C)=[O:22])[C:8](=[N:10][C:11](=[O:19])[C:12]3[CH:17]=[CH:16][C:15]([CH3:18])=[CH:14][CH:13]=3)[S:9][C:5]=2[CH:4]=1.O1CCCC1.[OH-].[Na+], predict the reaction product. The product is: [OH:1][CH2:2][C:3]1[CH:28]=[CH:27][C:6]2[N:7]([CH:20]([CH2:25][CH3:26])[C:21]([OH:23])=[O:22])[C:8](=[N:10][C:11](=[O:19])[C:12]3[CH:13]=[CH:14][C:15]([CH3:18])=[CH:16][CH:17]=3)[S:9][C:5]=2[CH:4]=1. (5) Given the reactants [CH:1]1[C:10]2[C:5](=[CH:6][CH:7]=[CH:8][CH:9]=2)[CH:4]=[CH:3][C:2]=1[O:11][C:12]1[CH:20]=[CH:19][C:15]([C:16]([OH:18])=O)=[CH:14][CH:13]=1.C(Cl)(=O)C(Cl)=O.[C:27]([O:36][CH3:37])(=[O:35])[C:28]1[C:29](=[CH:31][CH:32]=[CH:33][CH:34]=1)[NH2:30].C(N(CC)CC)C, predict the reaction product. The product is: [CH:1]1[C:10]2[C:5](=[CH:6][CH:7]=[CH:8][CH:9]=2)[CH:4]=[CH:3][C:2]=1[O:11][C:12]1[CH:20]=[CH:19][C:15]([C:16]([NH:30][C:29]2[CH:31]=[CH:32][CH:33]=[CH:34][C:28]=2[C:27]([O:36][CH3:37])=[O:35])=[O:18])=[CH:14][CH:13]=1. (6) The product is: [CH:1]([C:4]1[C:12]2[C:7](=[CH:8][CH:9]=[C:10]([O:13][C:14]3[C:19]([CH3:20])=[CH:18][C:17]([NH:21][C:22](=[O:28])[CH2:23][C:24]([OH:26])=[O:25])=[CH:16][C:15]=3[CH3:29])[CH:11]=2)[NH:6][CH:5]=1)([CH3:3])[CH3:2]. Given the reactants [CH:1]([C:4]1[C:12]2[C:7](=[CH:8][CH:9]=[C:10]([O:13][C:14]3[C:19]([CH3:20])=[CH:18][C:17]([NH:21][C:22](=[O:28])[CH2:23][C:24]([O:26]C)=[O:25])=[CH:16][C:15]=3[CH3:29])[CH:11]=2)[NH:6][CH:5]=1)([CH3:3])[CH3:2].[OH-].[Na+], predict the reaction product. (7) Given the reactants S(Cl)(Cl)=O.[F:5][C:6]1[CH:14]=[CH:13][C:9]([C:10]([OH:12])=[O:11])=[CH:8][C:7]=1[CH3:15].[CH3:16]O, predict the reaction product. The product is: [F:5][C:6]1[CH:14]=[CH:13][C:9]([C:10]([O:12][CH3:16])=[O:11])=[CH:8][C:7]=1[CH3:15].